Dataset: Reaction yield outcomes from USPTO patents with 853,638 reactions. Task: Predict the reaction yield, written as a fraction of the theoretical maximum amount of product (1.0 means a 100% yield; for example, 0.34 means a 34% yield). (1) The reactants are [NH:1]1[CH2:6][CH2:5][CH2:4][CH2:3][CH:2]1[C:7]([O:9][CH2:10][CH3:11])=[O:8].C(N(CC)C(C)C)(C)C.Cl[C:22](=[O:27])[C:23]([O:25][CH3:26])=[O:24]. The catalyst is C(Cl)Cl. The product is [O:27]=[C:22]([N:1]1[CH2:6][CH2:5][CH2:4][CH2:3][C@H:2]1[C:7]([O:9][CH2:10][CH3:11])=[O:8])[C:23](=[O:24])[O:25][CH3:26]. The yield is 0.690. (2) The reactants are [C:1]([CH:5]1[CH:18]=[CH:17][C:16]2[C:7](=[C:8]3[C:13](=[CH:14][N:15]=2)[CH:12]=[CH:11][C:10]([C:19]([CH3:22])([CH3:21])[CH3:20])=[CH:9]3)[C:6]1=O)([CH3:4])([CH3:3])[CH3:2].P(Cl)(Cl)(Cl)(Cl)[Cl:25].P(Cl)(Cl)(Cl)=O. The catalyst is C1(C)C=CC=CC=1. The product is [C:1]([C:5]1[CH:18]=[CH:17][C:16]2[C:7](=[C:8]3[C:13](=[C:14]([Cl:25])[N:15]=2)[CH:12]=[CH:11][C:10]([C:19]([CH3:22])([CH3:21])[CH3:20])=[CH:9]3)[CH:6]=1)([CH3:4])([CH3:3])[CH3:2]. The yield is 0.980. (3) The reactants are CC1CCCO1.NCCC1C=CC(N)=CC=1.[OH-].[Na+].[Cl:19]C(OCC1C=CC=CC=1)=O.C(O)(=O)CC(CC(O)=O)(C(O)=O)O.Cl[C:44]1[CH:49]=[C:48]([CH3:50])[N:47]=[C:46]([CH3:51])[C:45]=1[N+:52]([O-:54])=[O:53].[NH2:55][C:56]1[CH:74]=[CH:73][C:59]([CH2:60][CH2:61][NH:62][C:63](=[O:72])[O:64][CH2:65][C:66]2[CH:71]=[CH:70][CH:69]=[CH:68][CH:67]=2)=[CH:58][CH:57]=1.[F-].[K+]. The catalyst is CCCC[N+](CCCC)(CCCC)CCCC.[Br-].O.CC(O)C. The product is [ClH:19].[CH3:51][C:46]1[C:45]([N+:52]([O-:54])=[O:53])=[C:44]([NH:55][C:56]2[CH:74]=[CH:73][C:59]([CH2:60][CH2:61][NH:62][C:63](=[O:72])[O:64][CH2:65][C:66]3[CH:67]=[CH:68][CH:69]=[CH:70][CH:71]=3)=[CH:58][CH:57]=2)[CH:49]=[C:48]([CH3:50])[N:47]=1. The yield is 0.784. (4) The reactants are [NH2:1][C:2]1[CH:3]=[C:4]([C:8]2[C:9]([NH2:28])=[N:10][CH:11]=[N:12][C:13]=2[O:14][C:15]2[CH:20]=[CH:19][C:18]([O:21][C:22]3[CH:27]=[CH:26][CH:25]=[CH:24][CH:23]=3)=[CH:17][CH:16]=2)[CH:5]=[CH:6][CH:7]=1.Cl.[CH3:30][N:31]([CH3:38])[CH2:32]/[CH:33]=[CH:34]/[C:35](O)=[O:36]. The product is [NH2:28][C:9]1[C:8]([C:4]2[CH:3]=[C:2]([NH:1][C:35](=[O:36])/[CH:34]=[CH:33]/[CH2:32][N:31]([CH3:38])[CH3:30])[CH:7]=[CH:6][CH:5]=2)=[C:13]([O:14][C:15]2[CH:20]=[CH:19][C:18]([O:21][C:22]3[CH:27]=[CH:26][CH:25]=[CH:24][CH:23]=3)=[CH:17][CH:16]=2)[N:12]=[CH:11][N:10]=1. No catalyst specified. The yield is 0.260. (5) The reactants are C[C:2]1[CH:10]=[CH:9][C:5]([C:6]([OH:8])=[O:7])=[C:4]([N:11]([S:13]([C:16]2[CH:21]=[CH:20][C:19](F)=[CH:18][CH:17]=2)(=[O:15])=[O:14])[CH3:12])[C:3]=1[CH3:23].[OH:24][CH2:25][CH2:26][CH2:27][NH:28][C:29]([C:31]1[CH:39]=[CH:38][C:34]2[O:35][CH2:36][O:37][C:33]=2[CH:32]=1)=[O:30]. No catalyst specified. The product is [O:35]1[C:34]2[CH:38]=[CH:39][C:31]([C:29]([NH:28][CH2:27][CH2:26][CH2:25][O:24][C:19]3[CH:18]=[CH:17][C:16]([S:13]([N:11]([CH3:12])[C:4]4[C:3]([CH3:23])=[CH:2][CH:10]=[CH:9][C:5]=4[C:6]([OH:8])=[O:7])(=[O:14])=[O:15])=[CH:21][CH:20]=3)=[O:30])=[CH:32][C:33]=2[O:37][CH2:36]1. The yield is 0.490. (6) The reactants are [CH3:1][O:2][CH2:3][C:4](O)=O.S(O)(O)(=O)=O.[NH2:12][NH:13][C:14]([NH2:16])=[NH:15].C(=O)([O-])O.[Na+]. The catalyst is ClC1C=CC(Cl)=CC=1Cl. The product is [CH3:1][O:2][CH2:3][C:4]1[NH:15][C:14]([NH2:16])=[N:13][N:12]=1. The yield is 0.750. (7) The catalyst is C(OCC)C. The reactants are [CH3:1][C:2]1[CH2:3][C:4]2[C:5]([CH:45]=1)=[CH:6][C:7]1[C:8]([CH2:31][CH2:32][CH2:33][CH2:34][CH2:35][CH2:36][CH2:37][CH2:38][CH2:39][CH2:40][CH2:41][CH2:42][CH2:43][CH3:44])([CH2:17][CH2:18][CH2:19][CH2:20][CH2:21][CH2:22][CH2:23][CH2:24][CH2:25][CH2:26][CH2:27][CH2:28][CH2:29][CH3:30])[C:9]3[C:14]([C:15]=1[CH:16]=2)=[CH:13][CH:12]=[CH:11][CH:10]=3.C([Li])CCC.C(N)(C)(C)C.[C:56]([NH:60][Si:61](C1C2C(=CC3C(CCCCCCCCCCCCCC)(CCCCCCCCCCCCCC)C4C(C=3C=2)=CC=CC=4)C=C1C)([CH3:63])[CH3:62])([CH3:59])([CH3:58])[CH3:57]. The product is [C:56]([NH:60][Si:61]([CH:45]1[C:5]2=[CH:6][C:7]3[C:8]([CH2:31][CH2:32][CH2:33][CH2:34][CH2:35][CH2:36][CH2:37][CH2:38][CH2:39][CH2:40][CH2:41][CH2:42][CH2:43][CH3:44])([CH2:17][CH2:18][CH2:19][CH2:20][CH2:21][CH2:22][CH2:23][CH2:24][CH2:25][CH2:26][CH2:27][CH2:28][CH2:29][CH3:30])[C:9]4[C:14]([C:15]=3[CH:16]=[C:4]2[CH:3]=[C:2]1[CH3:1])=[CH:13][CH:12]=[CH:11][CH:10]=4)([CH3:63])[CH3:62])([CH3:59])([CH3:58])[CH3:57]. The yield is 0.927. (8) The reactants are [CH3:1][N:2]1[CH2:10][CH2:9][CH:5]([C:6]([NH2:8])=O)[CH2:4][CH2:3]1.[H-].[Al+3].[Li+].[H-].[H-].[H-].O.[OH-].[Na+]. The catalyst is C1COCC1. The product is [NH2:8][CH2:6][CH:5]1[CH2:9][CH2:10][N:2]([CH3:1])[CH2:3][CH2:4]1. The yield is 0.110. (9) The reactants are C(OC(=O)[NH:7][C@H:8]([CH2:34][C:35]1[CH:40]=[C:39]([F:41])[C:38]([F:42])=[CH:37][C:36]=1[F:43])[CH2:9][C:10]([N:12]1[CH2:17][CH2:16][N:15]2[C:18]([C:30]([F:33])([F:32])[F:31])=[N:19][C:20]([C:21]([N:23]3[CH2:27][CH2:26][CH2:25][C@@H:24]3[CH2:28][OH:29])=[O:22])=[C:14]2[CH2:13]1)=[O:11])(C)(C)C.[ClH:45]. The catalyst is C(OCC)(=O)C. The product is [ClH:45].[NH2:7][C@H:8]([CH2:34][C:35]1[CH:40]=[C:39]([F:41])[C:38]([F:42])=[CH:37][C:36]=1[F:43])[CH2:9][C:10]([N:12]1[CH2:17][CH2:16][N:15]2[C:18]([C:30]([F:33])([F:32])[F:31])=[N:19][C:20]([C:21]([N:23]3[CH2:27][CH2:26][CH2:25][C@@H:24]3[CH2:28][OH:29])=[O:22])=[C:14]2[CH2:13]1)=[O:11]. The yield is 0.880.